Task: Regression. Given a peptide amino acid sequence and an MHC pseudo amino acid sequence, predict their binding affinity value. This is MHC class II binding data.. Dataset: Peptide-MHC class II binding affinity with 134,281 pairs from IEDB (1) The peptide sequence is KSSKPLVGPFNFRFM. The MHC is DRB1_0101 with pseudo-sequence DRB1_0101. The binding affinity (normalized) is 0.409. (2) The peptide sequence is EKKYFAATQFEDLAA. The MHC is HLA-DPA10301-DPB10402 with pseudo-sequence HLA-DPA10301-DPB10402. The binding affinity (normalized) is 0.859. (3) The peptide sequence is GLRRLTTLLRALGAQ. The MHC is DRB1_0401 with pseudo-sequence DRB1_0401. The binding affinity (normalized) is 0.351. (4) The peptide sequence is AQGYQQLSRQMMTAF. The MHC is DRB1_1101 with pseudo-sequence DRB1_1101. The binding affinity (normalized) is 0.617. (5) The MHC is HLA-DQA10102-DQB10602 with pseudo-sequence HLA-DQA10102-DQB10602. The peptide sequence is KVSDDITYVATATLP. The binding affinity (normalized) is 0.291. (6) The peptide sequence is IEENGSMRVFVDVIR. The MHC is HLA-DPA10301-DPB10402 with pseudo-sequence HLA-DPA10301-DPB10402. The binding affinity (normalized) is 0.400. (7) The peptide sequence is LEVLNFDFQANAQLS. The MHC is HLA-DPA10103-DPB10301 with pseudo-sequence HLA-DPA10103-DPB10301. The binding affinity (normalized) is 0.245. (8) The peptide sequence is LVSKLYEVVPGILTE. The MHC is HLA-DPA10201-DPB10501 with pseudo-sequence HLA-DPA10201-DPB10501. The binding affinity (normalized) is 0.539. (9) The peptide sequence is VAIKGPLRISASSAA. The MHC is DRB1_0701 with pseudo-sequence DRB1_0701. The binding affinity (normalized) is 0.669.